This data is from Forward reaction prediction with 1.9M reactions from USPTO patents (1976-2016). The task is: Predict the product of the given reaction. (1) The product is: [F:12][C:13]1[CH:11]=[CH:2][C:3]([CH2:4][NH:5][C:6]2[NH:7][N:8]=[CH:9][CH:10]=2)=[CH:15][CH:14]=1. Given the reactants C[CH:2]([CH3:11])[CH2:3][CH2:4][NH:5][C:6]1[NH:7][N:8]=[CH:9][CH:10]=1.[F:12][C:13]1C=CC(C=O)=[CH:15][CH:14]=1, predict the reaction product. (2) Given the reactants [F:1][C:2]([F:23])([F:22])[S:3]([NH:6][CH2:7][CH2:8][CH2:9][N:10]1[CH2:20][C:19]2[N:21]3[C:12](=[CH:13][N:14]=[C:15]3[CH:16]=[CH:17][CH:18]=2)[CH2:11]1)(=[O:5])=[O:4].[ClH:24], predict the reaction product. The product is: [ClH:24].[ClH:24].[F:22][C:2]([F:1])([F:23])[S:3]([NH:6][CH2:7][CH2:8][CH2:9][N:10]1[CH2:20][C:19]2[N:21]3[C:12](=[CH:13][N:14]=[C:15]3[CH:16]=[CH:17][CH:18]=2)[CH2:11]1)(=[O:4])=[O:5]. (3) The product is: [Cl:14][C:15]1[CH:22]=[CH:21][C:18]([CH2:19][C:6]2([OH:12])[CH2:7][CH2:8][CH2:9][CH2:10][CH2:11][CH:5]2[CH2:4][N:2]([CH3:1])[CH3:3])=[CH:17][CH:16]=1. Given the reactants [CH3:1][N:2]([CH2:4][CH:5]1[CH2:11][CH2:10][CH2:9][CH2:8][CH2:7][C:6]1=[O:12])[CH3:3].[Mg].[Cl:14][C:15]1[CH:22]=[CH:21][C:18]([CH2:19]Cl)=[CH:17][CH:16]=1.[Cl-].[NH4+], predict the reaction product. (4) Given the reactants [CH3:1][C:2]1[CH:19]=[CH:18][C:5]([C:6]([NH:8][C:9]2[S:10][C:11]3[CH2:17][CH2:16][CH2:15][CH2:14][C:12]=3[N:13]=2)=[O:7])=[CH:4][CH:3]=1.Br[CH:21]([CH3:27])[C:22]([O:24]CC)=[O:23].S1C2C=CC=CC=2N=C1NC(=O)C1C=CC(C(F)(F)F)=CC=1.BrCC(OCC)=O, predict the reaction product. The product is: [CH3:1][C:2]1[CH:3]=[CH:4][C:5]([C:6]([N:8]=[C:9]2[N:13]([CH:21]([CH3:27])[C:22]([OH:24])=[O:23])[C:12]3[CH2:14][CH2:15][CH2:16][CH2:17][C:11]=3[S:10]2)=[O:7])=[CH:18][CH:19]=1.